Dataset: Full USPTO retrosynthesis dataset with 1.9M reactions from patents (1976-2016). Task: Predict the reactants needed to synthesize the given product. (1) Given the product [CH3:16][N:14]1[CH2:13][C@@H:10]2[C@@H:9]([N:8]([C:5]3[CH:6]=[CH:7][C:2]([B:17]4[O:21][C:20]([CH3:23])([CH3:22])[C:19]([CH3:25])([CH3:24])[O:18]4)=[CH:3][CH:4]=3)[CH2:12][CH2:11]2)[CH2:15]1, predict the reactants needed to synthesize it. The reactants are: Br[C:2]1[CH:7]=[CH:6][C:5]([N:8]2[CH2:12][CH2:11][C@@H:10]3[CH2:13][N:14]([CH3:16])[CH2:15][C@H:9]23)=[CH:4][CH:3]=1.[B:17]1([B:17]2[O:21][C:20]([CH3:23])([CH3:22])[C:19]([CH3:25])([CH3:24])[O:18]2)[O:21][C:20]([CH3:23])([CH3:22])[C:19]([CH3:25])([CH3:24])[O:18]1.O1CCOB1.CC([O-])=O.[K+]. (2) Given the product [C:10]1([C:16]2[CH:17]=[CH:18][C:19]([C:20]([O:9][CH2:8][CH2:7][N:4]3[CH2:5][CH2:6][O:1][CH2:2][CH2:3]3)=[O:21])=[CH:23][CH:24]=2)[CH:11]=[CH:12][CH:13]=[CH:14][CH:15]=1, predict the reactants needed to synthesize it. The reactants are: [O:1]1[CH2:6][CH2:5][N:4]([CH2:7][CH2:8][OH:9])[CH2:3][CH2:2]1.[C:10]1([C:16]2[CH:24]=[CH:23][C:19]([C:20](Cl)=[O:21])=[CH:18][CH:17]=2)[CH:15]=[CH:14][CH:13]=[CH:12][CH:11]=1. (3) Given the product [NH:45]1[C:49]2[CH:50]=[CH:51][CH:52]=[CH:53][C:48]=2[N:47]=[C:46]1[C:54]([N:2]1[CH2:3][CH:4]([C:6]2[C:11]([O:12][C:13]3[CH:18]=[CH:17][CH:16]=[CH:15][C:14]=3[O:19][CH3:20])=[N:10][CH:9]=[CH:8][N:7]=2)[CH2:5]1)=[O:55], predict the reactants needed to synthesize it. The reactants are: Cl.[NH:2]1[CH2:5][CH:4]([C:6]2[C:11]([O:12][C:13]3[CH:18]=[CH:17][CH:16]=[CH:15][C:14]=3[O:19][CH3:20])=[N:10][CH:9]=[CH:8][N:7]=2)[CH2:3]1.CN(C(ON1N=NC2C=CC=NC1=2)=[N+](C)C)C.F[P-](F)(F)(F)(F)F.[NH:45]1[C:49]2[CH:50]=[CH:51][CH:52]=[CH:53][C:48]=2[N:47]=[C:46]1[C:54](O)=[O:55].C([O-])([O-])=O.[Na+].[Na+]. (4) Given the product [ClH:18].[NH2:24][C@H:23]1[CH2:25][CH2:26][CH2:27][C@@H:28]1[NH:20][C:7](=[O:9])[C:6]1[CH:10]=[C:2]([CH3:1])[CH:3]=[CH:4][C:5]=1[N:11]1[N:15]=[CH:14][CH:13]=[N:12]1, predict the reactants needed to synthesize it. The reactants are: [CH3:1][C:2]1[CH:3]=[CH:4][C:5]([N:11]2[N:15]=[CH:14][CH:13]=[N:12]2)=[C:6]([CH:10]=1)[C:7]([OH:9])=O.C(Cl)C[Cl:18].[N:20]1[C:28]2[C:23](=[N:24][CH:25]=[CH:26][CH:27]=2)N(O)N=1.C(N(CC)CC)C.N[C@H]1CCC[C@@H]1NC(=O)OC(C)(C)C. (5) Given the product [NH2:1][C:4]1[CH:5]=[C:6]([C:16]2[CH:21]=[CH:20][CH:19]=[CH:18][CH:17]=2)[CH:7]=[CH:8][C:9]=1[N:10]1[CH:14]=[N:13][C:12](=[O:15])[NH:11]1, predict the reactants needed to synthesize it. The reactants are: [N+:1]([C:4]1[CH:5]=[C:6]([C:16]2[CH:21]=[CH:20][CH:19]=[CH:18][CH:17]=2)[CH:7]=[CH:8][C:9]=1[N:10]1[CH:14]=[N:13][C:12](=[O:15])[NH:11]1)([O-])=O.